Task: Predict the product of the given reaction.. Dataset: Forward reaction prediction with 1.9M reactions from USPTO patents (1976-2016) (1) Given the reactants Cl.Cl.Cl.[O:4]1[C:12]2[CH:11]=[CH:10][N:9]=[C:8]([N:13]3[CH2:18][CH2:17][N:16]([CH2:19][CH2:20][C@H:21]4[CH2:26][CH2:25][C@H:24]([NH2:27])[CH2:23][CH2:22]4)[CH2:15][CH2:14]3)[C:7]=2[CH2:6][CH2:5]1.[CH3:28][C:29]([CH3:35])([CH3:34])[CH2:30][C:31](O)=[O:32], predict the reaction product. The product is: [O:4]1[C:12]2[CH:11]=[CH:10][N:9]=[C:8]([N:13]3[CH2:18][CH2:17][N:16]([CH2:19][CH2:20][C@H:21]4[CH2:26][CH2:25][C@H:24]([NH:27][C:31](=[O:32])[CH2:30][C:29]([CH3:35])([CH3:34])[CH3:28])[CH2:23][CH2:22]4)[CH2:15][CH2:14]3)[C:7]=2[CH2:6][CH2:5]1. (2) Given the reactants [NH2:1][C:2]1[C:7]2=[C:8]([C:24]3[CH:25]=[CH:26][C:27]4[C:31]([CH:32]=3)=[N:30][N:29]([CH2:33][C:34]3[CH:39]=[CH:38][CH:37]=[CH:36][CH:35]=3)[CH:28]=4)[CH:9]=[C:10]([C:11]3(O)[CH2:16][CH2:15][CH2:14][N:13]([C:17](=[O:22])[CH2:18][N:19]([CH3:21])[CH3:20])[CH2:12]3)[N:6]2[N:5]=[CH:4][N:3]=1.C(N(CC)C(C)C)(C)C.FC(F)(F)C(OC(=O)C(F)(F)F)=O.[OH-].[Na+], predict the reaction product. The product is: [CH2:33]([N:29]1[CH:28]=[C:27]2[C:31]([CH:32]=[C:24]([C:8]3[CH:9]=[C:10]([C:11]4[CH2:16][CH2:15][CH2:14][N:13]([C:17](=[O:22])[CH2:18][N:19]([CH3:20])[CH3:21])[CH:12]=4)[N:6]4[C:7]=3[C:2]([NH2:1])=[N:3][CH:4]=[N:5]4)[CH:25]=[CH:26]2)=[N:30]1)[C:34]1[CH:35]=[CH:36][CH:37]=[CH:38][CH:39]=1. (3) Given the reactants [F:1][C:2]1[CH:3]=[C:4]([C:8]2[CH:9]=[C:10]3[C:14](=[CH:15][CH:16]=2)[N:13](C2CCCCO2)[N:12]=[C:11]3[C:23]2[N:28]=[C:27]([N:29]3[CH2:34][CH2:33][CH:32]([NH:35]C(=O)OC(C)(C)C)[CH2:31][CH2:30]3)[CH:26]=[N:25][CH:24]=2)[CH:5]=[CH:6][CH:7]=1.CC(O)C.O, predict the reaction product. The product is: [NH3:12].[F:1][C:2]1[CH:3]=[C:4]([C:8]2[CH:9]=[C:10]3[C:14](=[CH:15][CH:16]=2)[NH:13][N:12]=[C:11]3[C:23]2[N:28]=[C:27]([N:29]3[CH2:34][CH2:33][CH:32]([NH2:35])[CH2:31][CH2:30]3)[CH:26]=[N:25][CH:24]=2)[CH:5]=[CH:6][CH:7]=1. (4) Given the reactants [Br:1][C:2]1[C:3]([CH3:19])=[C:4]([NH:8][C:9](=[O:18])/[CH:10]=[CH:11]/C2C=CC=CC=2)[CH:5]=[CH:6][CH:7]=1.[Cl-].[Cl-].[Cl-].[Al+3], predict the reaction product. The product is: [Br:1][C:2]1[C:3]([CH3:19])=[C:4]2[C:5]([CH:11]=[CH:10][C:9](=[O:18])[NH:8]2)=[CH:6][CH:7]=1.